The task is: Predict the product of the given reaction.. This data is from Forward reaction prediction with 1.9M reactions from USPTO patents (1976-2016). (1) Given the reactants [CH2:1]([C@@H:8]([CH2:12][CH2:13][C@H:14]([CH2:34][C:35]1[CH:40]=[CH:39][CH:38]=[CH:37][CH:36]=1)[C:15]([NH:17][C@H:18]1[CH2:24][CH2:23][CH2:22][CH2:21][N:20]([C:25]2[CH:30]=[CH:29][CH:28]=[CH:27][C:26]=2[O:31][CH3:32])[C:19]1=[O:33])=[O:16])[C:9](O)=[O:10])[C:2]1[CH:7]=[CH:6][CH:5]=[CH:4][CH:3]=1.[NH2:41][C@H:42]1[CH2:48][CH2:47][S:46][C@H:45]2[CH2:49][CH2:50][CH2:51][C@@H:52]([CH3:53])[N:44]2[C:43]1=[O:54], predict the reaction product. The product is: [CH2:34]([C@@H:14]([CH2:13][CH2:12][C@H:8]([CH2:1][C:2]1[CH:3]=[CH:4][CH:5]=[CH:6][CH:7]=1)[C:9]([NH:41][C@H:42]1[CH2:48][CH2:47][S:46][C@H:45]2[CH2:49][CH2:50][CH2:51][C@@H:52]([CH3:53])[N:44]2[C:43]1=[O:54])=[O:10])[C:15]([NH:17][C@H:18]1[CH2:24][CH2:23][CH2:22][CH2:21][N:20]([C:25]2[CH:30]=[CH:29][CH:28]=[CH:27][C:26]=2[O:31][CH3:32])[C:19]1=[O:33])=[O:16])[C:35]1[CH:40]=[CH:39][CH:38]=[CH:37][CH:36]=1. (2) Given the reactants [N+:1]([C:4]1[CH:5]=[C:6]2[C:10](=[CH:11][CH:12]=1)[NH:9][CH:8]=[CH:7]2)([O-:3])=[O:2].N1CCCC1.[C:18]([N:25]1[CH2:30][CH2:29][C:28](=O)[CH2:27][CH2:26]1)([O:20][C:21]([CH3:24])([CH3:23])[CH3:22])=[O:19], predict the reaction product. The product is: [N+:1]([C:4]1[CH:5]=[C:6]2[C:10](=[CH:11][CH:12]=1)[NH:9][CH:8]=[C:7]2[C:28]1[CH2:29][CH2:30][N:25]([C:18]([O:20][C:21]([CH3:24])([CH3:23])[CH3:22])=[O:19])[CH2:26][CH:27]=1)([O-:3])=[O:2].